Predict the reaction yield, written as a fraction of the theoretical maximum amount of product (1.0 means a 100% yield; for example, 0.34 means a 34% yield). From a dataset of Reaction yield outcomes from USPTO patents with 853,638 reactions. (1) The reactants are Cl[C:2]1[N:7]=[C:6]([C:8]2[S:12][C:11]([C:13]([CH3:16])([CH3:15])[CH3:14])=[N:10][C:9]=2[C:17]2[C:18]([F:35])=[C:19]([NH:23][S:24]([C:27]3[CH:32]=[C:31]([F:33])[CH:30]=[CH:29][C:28]=3[F:34])(=[O:26])=[O:25])[CH:20]=[CH:21][CH:22]=2)[CH:5]=[CH:4][N:3]=1.[Cl-].[CH3:37][Zn+]. The catalyst is C1COCC1. The product is [CH3:14][C:13]([C:11]1[S:12][C:8]([C:6]2[CH:5]=[CH:4][N:3]=[C:2]([CH3:37])[N:7]=2)=[C:9]([C:17]2[C:18]([F:35])=[C:19]([NH:23][S:24]([C:27]3[CH:32]=[C:31]([F:33])[CH:30]=[CH:29][C:28]=3[F:34])(=[O:26])=[O:25])[CH:20]=[CH:21][CH:22]=2)[N:10]=1)([CH3:16])[CH3:15]. The yield is 0.468. (2) The reactants are [CH3:1][S:2]([C:5]1[CH:6]=[CH:7][C:8]([C:11]#[N:12])=[N:9][CH:10]=1)(=[O:4])=[O:3].[ClH:13].[H][H]. The catalyst is CO.[Pd]. The product is [ClH:13].[CH3:1][S:2]([C:5]1[CH:6]=[CH:7][C:8]([CH2:11][NH2:12])=[N:9][CH:10]=1)(=[O:4])=[O:3]. The yield is 0.890. (3) The reactants are [F:1][C:2]1[N:10]=[C:9]2[C:5]([NH:6][CH:7]=[N:8]2)=[C:4]([Cl:11])[N:3]=1.[C:12]1(B(O)O)[CH:17]=[CH:16][CH:15]=[CH:14][CH:13]=1.C(N(CC)CC)C. The catalyst is O1CCOCC1.C(Cl)Cl.C([O-])(=O)C.[Cu+2].C([O-])(=O)C. The product is [F:1][C:2]1[N:10]=[C:9]2[C:5]([N:6]=[CH:7][N:8]2[C:12]2[CH:17]=[CH:16][CH:15]=[CH:14][CH:13]=2)=[C:4]([Cl:11])[N:3]=1. The yield is 0.240. (4) The reactants are [F:1][C:2]1[CH:3]=[C:4]([NH:9][C:10]2[CH:11]=[N:12][CH:13]=[CH:14][CH:15]=2)[C:5]([NH2:8])=[CH:6][CH:7]=1.[C:16]([O:20][C:21]([NH:23][C@@H:24]([CH2:28][CH3:29])[C:25](O)=[O:26])=[O:22])([CH3:19])([CH3:18])[CH3:17].C1C=NC2N(O)N=NC=2C=1.Cl.CN(C)CCCN=C=NCC. The catalyst is C(Cl)Cl. The product is [C:16]([O:20][C:21](=[O:22])[NH:23][C@H:24]([C:25](=[O:26])[NH:8][C:5]1[CH:6]=[CH:7][C:2]([F:1])=[CH:3][C:4]=1[NH:9][C:10]1[CH:11]=[N:12][CH:13]=[CH:14][CH:15]=1)[CH2:28][CH3:29])([CH3:17])([CH3:18])[CH3:19]. The yield is 0.750. (5) The reactants are [CH3:1][C:2]([O:5][C:6]([NH:8][C:9]1[CH:14]=[CH:13][N:12]=[CH:11][C:10]=1[CH:15]=[O:16])=[O:7])([CH3:4])[CH3:3].IN1C(=O)CCC1=O.C(=O)([O-])[O-].[K+].[K+].[O-]S([O-])(=S)=O.[Na+].[Na+].[CH3:38][OH:39]. No catalyst specified. The product is [CH3:38][O:39][C:15](=[O:16])[C:10]1[C:9]([NH:8][C:6]([O:5][C:2]([CH3:3])([CH3:1])[CH3:4])=[O:7])=[CH:14][CH:13]=[N:12][CH:11]=1. The yield is 0.960.